Dataset: Catalyst prediction with 721,799 reactions and 888 catalyst types from USPTO. Task: Predict which catalyst facilitates the given reaction. (1) Reactant: [CH2:1]=[C:2]1[CH2:7][CH2:6][N:5]([C:8]([O:10][C:11]([CH3:14])([CH3:13])[CH3:12])=[O:9])[CH:4]([C:15]2[CH:20]=[CH:19][CH:18]=[CH:17][CH:16]=2)[CH2:3]1.B1C2CCCC1CCC2.C1C[O:33]CC1.OO. Product: [OH:33][CH2:1][CH:2]1[CH2:7][CH2:6][N:5]([C:8]([O:10][C:11]([CH3:14])([CH3:12])[CH3:13])=[O:9])[CH:4]([C:15]2[CH:20]=[CH:19][CH:18]=[CH:17][CH:16]=2)[CH2:3]1. The catalyst class is: 25. (2) Reactant: [NH:1]1[C:9]2[C:4](=[CH:5][CH:6]=[CH:7][C:8]=2[C:10]([OH:12])=O)[CH:3]=[CH:2]1.CN(C(ON1N=NC2C=CC=CC1=2)=[N+](C)C)C.[B-](F)(F)(F)F.C(N(CC)C(C)C)(C)C.[C:44]([C:48]1[CH:64]=[CH:63][C:51]([CH2:52][NH:53][CH2:54][CH2:55][C:56]2[CH:61]=[CH:60][C:59]([Cl:62])=[CH:58][CH:57]=2)=[CH:50][CH:49]=1)([CH3:47])([CH3:46])[CH3:45]. Product: [C:44]([C:48]1[CH:64]=[CH:63][C:51]([CH2:52][N:53]([CH2:54][CH2:55][C:56]2[CH:61]=[CH:60][C:59]([Cl:62])=[CH:58][CH:57]=2)[C:10]([C:8]2[CH:7]=[CH:6][CH:5]=[C:4]3[C:9]=2[NH:1][CH:2]=[CH:3]3)=[O:12])=[CH:50][CH:49]=1)([CH3:47])([CH3:45])[CH3:46]. The catalyst class is: 18. (3) Reactant: [CH3:1][O:2][C:3]1[CH:8]=[CH:7][C:6]([CH:9]=[O:10])=[CH:5][C:4]=1[O:11][CH3:12].[OH-:13].[Na+]. Product: [C:9]([OH:13])(=[O:10])[C:6]1[CH:7]=[CH:8][C:3]([O:2][CH3:1])=[C:4]([O:11][CH3:12])[CH:5]=1. The catalyst class is: 6. (4) Reactant: C(O[C:5](=[O:7])[CH3:6])(=O)C.Cl.[NH2:9][CH2:10][CH2:11][CH2:12][NH:13][C:14]1[C:19]([C:20]2[CH:21]=[N:22][CH:23]=[N:24][CH:25]=2)=[CH:18][N:17]=[C:16]([NH:26][C:27]2[CH:32]=[CH:31][C:30]([F:33])=[C:29]([Cl:34])[CH:28]=2)[N:15]=1.C(N(CC)CC)C. Product: [Cl:34][C:29]1[CH:28]=[C:27]([NH:26][C:16]2[N:15]=[C:14]([NH:13][CH2:12][CH2:11][CH2:10][NH:9][C:5](=[O:7])[CH3:6])[C:19]([C:20]3[CH:21]=[N:22][CH:23]=[N:24][CH:25]=3)=[CH:18][N:17]=2)[CH:32]=[CH:31][C:30]=1[F:33]. The catalyst class is: 2.